This data is from Reaction yield outcomes from USPTO patents with 853,638 reactions. The task is: Predict the reaction yield, written as a fraction of the theoretical maximum amount of product (1.0 means a 100% yield; for example, 0.34 means a 34% yield). (1) The reactants are [OH:1][N:2]1[C:6](=[O:7])[C:5]2=[CH:8][CH:9]=[CH:10][CH:11]=[C:4]2[C:3]1=[O:12].[Cl:13][C:14]1[CH:19]=[CH:18][C:17](B(O)O)=[CH:16][CH:15]=1.N1C=CC=CC=1. The catalyst is Cl[Cu].ClCCCl. The product is [Cl:13][C:14]1[CH:19]=[CH:18][C:17]([O:1][N:2]2[C:3](=[O:12])[C:4]3=[CH:11][CH:10]=[CH:9][CH:8]=[C:5]3[C:6]2=[O:7])=[CH:16][CH:15]=1. The yield is 0.610. (2) The reactants are Br[C:2]1[CH:3]=[CH:4][C:5]([C:8]2([OH:18])[CH2:17][CH2:16][C:11]3([O:15][CH2:14][CH2:13][O:12]3)[CH2:10][CH2:9]2)=[N:6][CH:7]=1.C([Mg]Cl)(C)C.C1(P(C2C=CC=CC=2)CCP(C2C=CC=CC=2)C2C=CC=CC=2)C=CC=CC=1.Cl[C:53]1[CH:58]=[N:57][CH:56]=[CH:55][N:54]=1. The catalyst is C1COCC1.C/C(/[O-])=C/C(C)=O.C/C(/[O-])=C/C(C)=O.[Ni+2]. The yield is 0.190. The product is [N:54]1[CH:55]=[CH:56][N:57]=[CH:58][C:53]=1[C:2]1[CH:3]=[CH:4][C:5]([C:8]2([OH:18])[CH2:17][CH2:16][C:11]3([O:15][CH2:14][CH2:13][O:12]3)[CH2:10][CH2:9]2)=[N:6][CH:7]=1. (3) The reactants are CC1C=CC(S(O[CH2:12][C@@H:13]2[CH2:17][O:16][C:15]([CH3:19])([CH3:18])[O:14]2)(=O)=O)=CC=1.[C:20]([C:24]1[NH:25][C:26]2[C:31]([CH:32]=1)=[CH:30][C:29]([N+:33]([O-:35])=[O:34])=[CH:28][CH:27]=2)([CH3:23])([CH3:22])[CH3:21].C([O-])([O-])=O.[Cs+].[Cs+]. The catalyst is CN(C=O)C. The product is [C:20]([C:24]1[N:25]([CH2:12][C@@H:13]2[CH2:17][O:16][C:15]([CH3:18])([CH3:19])[O:14]2)[C:26]2[C:31]([CH:32]=1)=[CH:30][C:29]([N+:33]([O-:35])=[O:34])=[CH:28][CH:27]=2)([CH3:23])([CH3:21])[CH3:22]. The yield is 0.660.